The task is: Predict the reaction yield, written as a fraction of the theoretical maximum amount of product (1.0 means a 100% yield; for example, 0.34 means a 34% yield).. This data is from Reaction yield outcomes from USPTO patents with 853,638 reactions. (1) The reactants are Cl[C:2]1[CH:7]=[C:6]([C:8]2[CH:9]=[N:10][C:11]([C:14]([F:17])([F:16])[F:15])=[CH:12][CH:13]=2)[N:5]=[C:4]([CH3:18])[N:3]=1.[CH3:19][N:20](C=O)C. The catalyst is CCOC(C)=O.[C-]#N.[C-]#N.[Zn+2].C1C=CC(P(C2C=CC=CC=2)[C-]2C=CC=C2)=CC=1.C1C=CC(P(C2C=CC=CC=2)[C-]2C=CC=C2)=CC=1.[Fe+2]. The product is [CH3:18][C:4]1[N:3]=[C:2]([C:19]#[N:20])[CH:7]=[C:6]([C:8]2[CH:9]=[N:10][C:11]([C:14]([F:17])([F:16])[F:15])=[CH:12][CH:13]=2)[N:5]=1. The yield is 0.860. (2) The reactants are [Br:1][C:2]1[CH:7]=[CH:6][C:5]([CH3:8])=[C:4]([F:9])[CH:3]=1.[CH:10]([N-]C(C)C)(C)C.[Li+].[C:18](=[O:20])=[O:19]. The catalyst is C1COCC1. The product is [CH3:10][C:6]1[CH:7]=[C:2]([Br:1])[C:3]([C:18]([OH:20])=[O:19])=[C:4]([F:9])[C:5]=1[CH3:8]. The yield is 0.862.